Dataset: Experimentally validated miRNA-target interactions with 360,000+ pairs, plus equal number of negative samples. Task: Binary Classification. Given a miRNA mature sequence and a target amino acid sequence, predict their likelihood of interaction. The miRNA is hsa-miR-5692a with sequence CAAAUAAUACCACAGUGGGUGU. The protein sequence of the target gene is MSSQGSPSVALSTTTVSSVAVQAGDSKIVIAVIKCGKWVQLQLAESQPNLLEIGSSQDETKKLLHDHELLLAKLKALEDRVWELLQEADKTAEENKDQSQVYDAMAETLGEAWAALVSMLERRTELLRLTSEFFENALEFAIKIDQAEDFLQNTHEFESAESLKSLLQLHEHHTKELLERSLALLNKSQQLTDFIEKFKCEGPNVNPELTQGAHSSCLKVDRLLELLQDRRRQLDKYLKQQWQELSQVLQICQWDQQENQVTCWFQKTIRNLQEQSLGSSLSDNEDRIHKQEELIIKAKE.... Result: 1 (interaction).